Dataset: Experimental lipophilicity measurements (octanol/water distribution) for 4,200 compounds from AstraZeneca. Task: Regression/Classification. Given a drug SMILES string, predict its absorption, distribution, metabolism, or excretion properties. Task type varies by dataset: regression for continuous measurements (e.g., permeability, clearance, half-life) or binary classification for categorical outcomes (e.g., BBB penetration, CYP inhibition). For this dataset (lipophilicity_astrazeneca), we predict Y. The drug is Cc1cccc(Cn2ccn3c(=O)cc(N4CCOCC4)nc23)c1. The Y is 2.80 logD.